From a dataset of Forward reaction prediction with 1.9M reactions from USPTO patents (1976-2016). Predict the product of the given reaction. (1) Given the reactants [NH2:1][C:2]1[CH:7]=[CH:6][N:5]=[CH:4][CH:3]=1.[N:8]1[CH:13]=[CH:12][CH:11]=[C:10]([C:14]2[CH:18]=[C:17]([C:19]([F:22])([F:21])[F:20])[N:16]([C:23]3[CH:31]=[CH:30][C:26]([C:27](O)=[O:28])=[CH:25][CH:24]=3)[N:15]=2)[CH:9]=1.Cl.CN(C)CCCN=C=NCC.C(N(CC)CC)C, predict the reaction product. The product is: [N:5]1[CH:6]=[CH:7][C:2]([NH:1][C:27](=[O:28])[C:26]2[CH:30]=[CH:31][C:23]([N:16]3[C:17]([C:19]([F:21])([F:22])[F:20])=[CH:18][C:14]([C:10]4[CH:9]=[N:8][CH:13]=[CH:12][CH:11]=4)=[N:15]3)=[CH:24][CH:25]=2)=[CH:3][CH:4]=1. (2) Given the reactants [CH3:1][O:2][C:3]1[CH:47]=[C:46]([O:48][CH3:49])[CH:45]=[CH:44][C:4]=1[CH2:5][NH:6][C:7]1[C:8]2[CH:15]=[CH:14][N:13]([C@H:16]3[C@@H:20]4[O:21][C:22]([CH3:25])([CH3:24])[O:23][C@@H:19]4[C@@H:18]([CH2:26][NH:27][CH:28]4[CH2:31][CH:30]([CH2:32][CH2:33][C:34]([O:36][CH2:37][C:38]5[CH:43]=[CH:42][CH:41]=[CH:40][CH:39]=5)=[O:35])[CH2:29]4)[O:17]3)[C:9]=2[N:10]=[CH:11][N:12]=1.C([O-])([O-])=O.[K+].[K+].I[CH:57]([CH3:59])[CH3:58], predict the reaction product. The product is: [CH3:1][O:2][C:3]1[CH:47]=[C:46]([O:48][CH3:49])[CH:45]=[CH:44][C:4]=1[CH2:5][NH:6][C:7]1[C:8]2[CH:15]=[CH:14][N:13]([C@H:16]3[C@@H:20]4[O:21][C:22]([CH3:25])([CH3:24])[O:23][C@@H:19]4[C@@H:18]([CH2:26][N:27]([CH:57]([CH3:59])[CH3:58])[CH:28]4[CH2:31][CH:30]([CH2:32][CH2:33][C:34]([O:36][CH2:37][C:38]5[CH:39]=[CH:40][CH:41]=[CH:42][CH:43]=5)=[O:35])[CH2:29]4)[O:17]3)[C:9]=2[N:10]=[CH:11][N:12]=1. (3) Given the reactants [CH2:1]([O:8][N:9]1[C:14]2[N:15]=[CH:16][N:17]=[CH:18][C:13]=2[C:12](O)=[CH:11][C:10]1=[O:20])[C:2]1[CH:7]=[CH:6][CH:5]=[CH:4][CH:3]=1.C(N(CC)CC)C.[NH:28]1[CH2:33][CH2:32][CH2:31][CH2:30][CH2:29]1, predict the reaction product. The product is: [CH2:1]([O:8][N:9]1[C:14]2[N:15]=[CH:16][N:17]=[CH:18][C:13]=2[C:12]([N:28]2[CH2:33][CH2:32][CH2:31][CH2:30][CH2:29]2)=[CH:11][C:10]1=[O:20])[C:2]1[CH:7]=[CH:6][CH:5]=[CH:4][CH:3]=1. (4) Given the reactants Cl.[NH2:2][C:3]1[C:12]2[N:13]=[C:14]([CH2:37][O:38][CH2:39][CH3:40])[N:15]([CH2:16][C:17]3([O:30][CH2:31][CH2:32][S:33]([CH3:36])(=[O:35])=[O:34])[CH2:22][CH2:21][N:20](C(OC(C)(C)C)=O)[CH2:19][CH2:18]3)[C:11]=2[C:10]2[CH:9]=[CH:8][CH:7]=[CH:6][C:5]=2[N:4]=1, predict the reaction product. The product is: [CH2:39]([O:38][CH2:37][C:14]1[N:15]([CH2:16][C:17]2([O:30][CH2:31][CH2:32][S:33]([CH3:36])(=[O:35])=[O:34])[CH2:22][CH2:21][NH:20][CH2:19][CH2:18]2)[C:11]2[C:10]3[CH:9]=[CH:8][CH:7]=[CH:6][C:5]=3[N:4]=[C:3]([NH2:2])[C:12]=2[N:13]=1)[CH3:40]. (5) Given the reactants [C:1]([NH:4][CH2:5][CH2:6][CH2:7][S:8]([O:11][CH2:12][C:13]([CH3:27])([CH3:26])[C@@H:14]([O:18][CH2:19][C:20]1[CH:25]=[CH:24][CH:23]=[CH:22][CH:21]=1)[C:15]([OH:17])=[O:16])(=[O:10])=[O:9])(=[O:3])[CH3:2].[C:28]1([CH2:34][O:35][CH2:36][C:37]([O:39][CH:40](Cl)[CH3:41])=[O:38])[CH:33]=[CH:32][CH:31]=[CH:30][CH:29]=1, predict the reaction product. The product is: [C:1]([NH:4][CH2:5][CH2:6][CH2:7][S:8]([O:11][CH2:12][C:13]([CH3:27])([CH3:26])[C@@H:14]([O:18][CH2:19][C:20]1[CH:25]=[CH:24][CH:23]=[CH:22][CH:21]=1)[C:15]([O:17][CH2:41][CH2:40][O:39][C:37](=[O:38])[CH2:36][O:35][CH2:34][C:28]1[CH:33]=[CH:32][CH:31]=[CH:30][CH:29]=1)=[O:16])(=[O:10])=[O:9])(=[O:3])[CH3:2]. (6) Given the reactants [CH2:1]1[C:28]2=C(O)[C:24](=[CH:25][CH:26]=[CH:27]2)[CH2:23][C:20]2=[C:21]([OH:22])[C:16](=[CH:17][CH:18]=[CH:19]2)[CH2:15][C:11]2=[CH:12][CH:13]=[CH:14][C:9](=[C:10]2[OH:31])[CH2:8][C:4]2=[CH:5][CH:6]=[CH:7][C:2]1=[C:3]2O.[C:33](=[O:36])([O-])[O-].[K+].[K+].S(C1C=CC(C)=CC=1)([O:42][CH3:43])(=O)=O.[CH3:51]C#N, predict the reaction product. The product is: [CH3:43][O:42][C:3]1[C:4]2=[CH:5][CH:6]=[CH:7][C:2]=1[CH2:1][C:28]1[CH:27]=[CH:26][CH:25]=[C:24]([CH2:23][C:20]3[CH:19]=[CH:18][CH:17]=[C:16]([CH2:15][C:11]4[C:10]([OH:31])=[C:9]([CH2:8]2)[CH:14]=[CH:13][CH:12]=4)[C:21]=3[O:22][CH3:51])[C:33]=1[OH:36]. (7) The product is: [OH:2][CH2:1][CH2:3][NH:4][C:44](=[O:45])[C:43]1[CH:47]=[CH:48][C:40]([CH:39]=[N:38][NH:37][C:34]2[CH:35]=[CH:36][C:31]([C:30]3[O:26][CH:27]=[N:28][CH:29]=3)=[CH:32][CH:33]=2)=[CH:41][CH:42]=1. Given the reactants [CH2:1]([CH2:3][NH2:4])[OH:2].CN(C1C=CC=CN=1)C.CCN=C=NCCCN(C)C.Cl.[O:26]1[C:30]([C:31]2[CH:36]=[CH:35][C:34]([NH:37][N:38]=[CH:39][C:40]3[CH:48]=[CH:47][C:43]([C:44](O)=[O:45])=[CH:42][CH:41]=3)=[CH:33][CH:32]=2)=[CH:29][N:28]=[CH:27]1, predict the reaction product.